This data is from Forward reaction prediction with 1.9M reactions from USPTO patents (1976-2016). The task is: Predict the product of the given reaction. (1) Given the reactants [Cl:1][C:2]1[CH:7]=[C:6]([Cl:8])[CH:5]=[CH:4][C:3]=1[CH2:9]Cl.[Na+].[I-:12], predict the reaction product. The product is: [Cl:1][C:2]1[CH:7]=[C:6]([Cl:8])[CH:5]=[CH:4][C:3]=1[CH2:9][I:12]. (2) Given the reactants [C:1]([NH:4][C:5]1[CH:10]=[CH:9][CH:8]=[CH:7][C:6]=1OS(C1C=CC(C)=CC=1)(=O)=O)(=[O:3])[CH3:2].[C:22]([C:24]1[CH:28]=[CH:27][S:26][CH:25]=1)#[CH:23], predict the reaction product. The product is: [S:26]1[CH:27]=[CH:28][C:24]([C:22]#[C:23][C:6]2[CH:7]=[CH:8][CH:9]=[CH:10][C:5]=2[NH:4][C:1](=[O:3])[CH3:2])=[CH:25]1. (3) Given the reactants Br[C:2]1[CH:7]=[CH:6][C:5]([C:8]2[CH:13]=[CH:12][CH:11]=[CH:10][CH:9]=2)=[CH:4][CH:3]=1.[Na+].[I-:15].C(N)CN.S1(CCCC1)(=O)=O, predict the reaction product. The product is: [I:15][C:2]1[CH:7]=[CH:6][C:5]([C:8]2[CH:13]=[CH:12][CH:11]=[CH:10][CH:9]=2)=[CH:4][CH:3]=1.